From a dataset of CYP2D6 inhibition data for predicting drug metabolism from PubChem BioAssay. Regression/Classification. Given a drug SMILES string, predict its absorption, distribution, metabolism, or excretion properties. Task type varies by dataset: regression for continuous measurements (e.g., permeability, clearance, half-life) or binary classification for categorical outcomes (e.g., BBB penetration, CYP inhibition). Dataset: cyp2d6_veith. (1) The molecule is CCOc1ccc(C2=Nn3c(nnc3-c3ccccc3OC)SC2)cc1. The result is 0 (non-inhibitor). (2) The compound is CC(C)(C)C(=O)NC(=C(Cl)Cl)P(=O)(O)O. The result is 0 (non-inhibitor). (3) The drug is CC(C)CN1CC2(CCN(C(=O)c3ccco3)CC2)C1. The result is 1 (inhibitor).